From a dataset of Full USPTO retrosynthesis dataset with 1.9M reactions from patents (1976-2016). Predict the reactants needed to synthesize the given product. (1) Given the product [Cl:22][C:15]1[N:16]=[CH:17][C:18]2[NH:19][C:4](=[O:3])[C:5]([F:24])([F:23])[CH2:6][N:7]([CH:8]3[CH2:12][CH2:11][CH2:10][CH2:9]3)[C:13]=2[N:14]=1, predict the reactants needed to synthesize it. The reactants are: C([O:3][C:4](=O)[C:5]([F:24])([F:23])[CH2:6][N:7]([C:13]1[C:18]([N+:19]([O-])=O)=[CH:17][N:16]=[C:15]([Cl:22])[N:14]=1)[CH:8]1[CH2:12][CH2:11][CH2:10][CH2:9]1)C. (2) Given the product [Si:1]([O:8][C@@H:9]1[C@H:13]([CH2:14][O:15][Si:16]([C:19]([CH3:22])([CH3:21])[CH3:20])([CH3:18])[CH3:17])[CH2:12][C@@H:11]([NH:23][C:24]2[C:29]([Cl:30])=[CH:28][N:27]=[C:26]([NH2:31])[C:25]=2[NH2:32])[CH2:10]1)([C:4]([CH3:5])([CH3:6])[CH3:7])([CH3:3])[CH3:2], predict the reactants needed to synthesize it. The reactants are: [Si:1]([O:8][C@@H:9]1[C@H:13]([CH2:14][O:15][Si:16]([C:19]([CH3:22])([CH3:21])[CH3:20])([CH3:18])[CH3:17])[CH2:12][C@@H:11]([NH:23][C:24]2[C:29]([Cl:30])=[CH:28][N:27]=[C:26]([NH2:31])[C:25]=2[N+:32]([O-])=O)[CH2:10]1)([C:4]([CH3:7])([CH3:6])[CH3:5])([CH3:3])[CH3:2].C(O)(=O)C. (3) Given the product [F:14][C:15]([F:26])([F:25])[C:16]([OH:10])=[O:27].[CH2:12]([NH:11][C:4]1[C:5]2[CH:9]=[CH:23][C:22]([C:17]3[CH:18]=[CH:19][CH:20]=[CH:21][C:16]=3[C:15]([F:26])([F:25])[F:14])=[N:8][C:6]=2[N:7]=[C:2]([NH2:1])[N:3]=1)[CH3:13], predict the reactants needed to synthesize it. The reactants are: [NH2:1][C:2]1[N:7]=[C:6]([NH2:8])[C:5]([CH:9]=[O:10])=[C:4]([NH:11][CH2:12][CH3:13])[N:3]=1.[F:14][C:15]([F:26])([F:25])[C:16]1[CH:21]=[CH:20][CH:19]=[CH:18][C:17]=1[C:22](=O)[CH3:23].[OH-:27].[K+]. (4) The reactants are: O[CH2:2][C:3]1[CH:19]=[CH:18][C:6]([CH2:7][NH:8][S:9]([C:12]2[CH:17]=[CH:16][CH:15]=[CH:14][N:13]=2)(=[O:11])=[O:10])=[CH:5][CH:4]=1.CCN(CC)CC.CS([Cl:31])(=O)=O. Given the product [Cl:31][CH2:2][C:3]1[CH:19]=[CH:18][C:6]([CH2:7][NH:8][S:9]([C:12]2[CH:17]=[CH:16][CH:15]=[CH:14][N:13]=2)(=[O:11])=[O:10])=[CH:5][CH:4]=1, predict the reactants needed to synthesize it. (5) Given the product [Br:1][C:2]1[CH:7]=[CH:6][C:5]([C@H:8]2[CH2:10][C@@H:9]2[CH:11]=[CH2:13])=[CH:4][CH:3]=1, predict the reactants needed to synthesize it. The reactants are: [Br:1][C:2]1[CH:7]=[CH:6][C:5]([C@H:8]2[CH2:10][C@@H:9]2[CH:11]=O)=[CH:4][CH:3]=1.[CH3:13]CCCCC.